From a dataset of Forward reaction prediction with 1.9M reactions from USPTO patents (1976-2016). Predict the product of the given reaction. Given the reactants [NH2:1][C:2]1[C:7]([C:8]#[N:9])=[C:6]([C:10]2[CH:19]=[CH:18][C:13]3[O:14][CH2:15][CH2:16][O:17][C:12]=3[CH:11]=2)[C:5]([C:20]#[N:21])=[C:4](SC2C=CC=CC=2)[N:3]=1.[N:29]1[CH:34]=[CH:33][CH:32]=[C:31]([CH2:35]N)[CH:30]=1.C[N:38](C=O)C, predict the reaction product. The product is: [NH2:38][C:4]1[C:5]([C:20]#[N:21])=[C:6]([C:10]2[CH:19]=[CH:18][C:13]3[O:14][CH2:15][CH2:16][O:17][C:12]=3[CH:11]=2)[C:7]([C:8]#[N:9])=[C:2]([NH:1][CH2:35][C:31]2[CH:30]=[N:29][CH:34]=[CH:33][CH:32]=2)[N:3]=1.